This data is from Full USPTO retrosynthesis dataset with 1.9M reactions from patents (1976-2016). The task is: Predict the reactants needed to synthesize the given product. (1) Given the product [F:12][C:31]1[CH:26]=[CH:27][C:28]([C:29]2[O:9][N:8]=[C:6]([C:5]3[CH:10]=[CH:11][CH:2]=[CH:3][CH:4]=3)[N:7]=2)=[CH:34][CH:30]=1, predict the reactants needed to synthesize it. The reactants are: F[C:2]1[CH:11]=[CH:10][C:5]([C:6](=[N:8][OH:9])[NH2:7])=[CH:4][CH:3]=1.[F-:12].C([N+]([CH2:26][CH2:27][CH2:28][CH3:29])(CCCC)CCCC)CCC.[CH2:30]1[CH2:34]OC[CH2:31]1. (2) The reactants are: Br[CH2:2][C:3]1[CH:8]=[CH:7][C:6]([N+:9]([O-:11])=[O:10])=[CH:5][C:4]=1[CH2:12]Br.[CH3:14][Si:15]([CH3:31])([CH3:30])[CH2:16][CH2:17][O:18][CH2:19][N:20]1[C:24]2=[N:25][CH:26]=[CH:27][CH:28]=[C:23]2[CH2:22][C:21]1=O.C(=O)([O-])[O-].[Cs+].[Cs+].C(O)(=O)C. Given the product [N+:9]([C:6]1[CH:5]=[C:4]2[C:3](=[CH:8][CH:7]=1)[CH2:2][C:22]1([C:23]3[C:24](=[N:25][CH:26]=[CH:27][CH:28]=3)[N:20]([CH2:19][O:18][CH2:17][CH2:16][Si:15]([CH3:31])([CH3:30])[CH3:14])[CH2:21]1)[CH2:12]2)([O-:11])=[O:10], predict the reactants needed to synthesize it. (3) Given the product [Br:1][C:2]1[CH:7]=[CH:6][C:5]([C:8]2[O:17][C:11]3[N:12]=[CH:13][N:14]=[C:15]([N:28]4[CH2:29][CH2:30][CH:25]([OH:24])[CH2:26][CH2:27]4)[C:10]=3[C:9]=2[C:18]2[CH:23]=[CH:22][CH:21]=[CH:20][CH:19]=2)=[CH:4][CH:3]=1, predict the reactants needed to synthesize it. The reactants are: [Br:1][C:2]1[CH:7]=[CH:6][C:5]([C:8]2[O:17][C:11]3[N:12]=[CH:13][N:14]=[C:15](Cl)[C:10]=3[C:9]=2[C:18]2[CH:23]=[CH:22][CH:21]=[CH:20][CH:19]=2)=[CH:4][CH:3]=1.[OH:24][CH:25]1[CH2:30][CH2:29][NH:28][CH2:27][CH2:26]1. (4) Given the product [F:54][CH2:12][CH2:13][CH2:14][CH2:15][C:16]#[C:17][C:18]1[CH:19]=[C:20]([O:24][CH2:25][C@@H:26]2[CH2:29][CH2:28][N:27]2[C:30]([O:32][C:33]([CH3:36])([CH3:35])[CH3:34])=[O:31])[CH:21]=[N:22][CH:23]=1, predict the reactants needed to synthesize it. The reactants are: S(O[CH2:12][CH2:13][CH2:14][CH2:15][C:16]#[C:17][C:18]1[CH:19]=[C:20]([O:24][CH2:25][C@@H:26]2[CH2:29][CH2:28][N:27]2[C:30]([O:32][C:33]([CH3:36])([CH3:35])[CH3:34])=[O:31])[CH:21]=[N:22][CH:23]=1)(C1C=CC(C)=CC=1)(=O)=O.CCCC[N+](CCCC)(CCCC)CCCC.[F-:54].